Task: Regression. Given a peptide amino acid sequence and an MHC pseudo amino acid sequence, predict their binding affinity value. This is MHC class I binding data.. Dataset: Peptide-MHC class I binding affinity with 185,985 pairs from IEDB/IMGT (1) The peptide sequence is SSVQLSNNKY. The MHC is HLA-A68:01 with pseudo-sequence HLA-A68:01. The binding affinity (normalized) is 0.613. (2) The peptide sequence is MIDSDEWVY. The MHC is HLA-A24:03 with pseudo-sequence HLA-A24:03. The binding affinity (normalized) is 0.0847. (3) The peptide sequence is GLILFVLAL. The MHC is HLA-A68:02 with pseudo-sequence HLA-A68:02. The binding affinity (normalized) is 0.226. (4) The peptide sequence is LFMEMFFDY. The MHC is HLA-A03:01 with pseudo-sequence HLA-A03:01. The binding affinity (normalized) is 0.0264. (5) The peptide sequence is HRYLIRQSM. The MHC is HLA-B07:02 with pseudo-sequence HLA-B07:02. The binding affinity (normalized) is 0.0847. (6) The peptide sequence is VVISKKDTY. The binding affinity (normalized) is 0.0847. The MHC is HLA-B35:01 with pseudo-sequence HLA-B35:01. (7) The binding affinity (normalized) is 0.0847. The peptide sequence is ILSFPYLFK. The MHC is HLA-A31:01 with pseudo-sequence HLA-A31:01.